This data is from Reaction yield outcomes from USPTO patents with 853,638 reactions. The task is: Predict the reaction yield, written as a fraction of the theoretical maximum amount of product (1.0 means a 100% yield; for example, 0.34 means a 34% yield). (1) The reactants are [CH3:1][C:2]([CH3:18])([CH3:17])[CH2:3][CH2:4][N:5]1[C:9]([C:10]2[CH:15]=[CH:14][CH:13]=[CH:12][C:11]=2[OH:16])=[CH:8][N:7]=[CH:6]1.[H-].[Na+].BrC[C:23]1[CH:28]=[CH:27][C:26]([Cl:29])=[CH:25][CH:24]=1.[CH3:30]N(C=O)C. The catalyst is O. The product is [Cl:29][C:26]1[CH:25]=[CH:24][CH:23]=[CH:28][C:27]=1[CH2:30][O:16][C:11]1[CH:12]=[CH:13][CH:14]=[CH:15][C:10]=1[C:9]1[N:5]([CH2:4][CH2:3][C:2]([CH3:18])([CH3:17])[CH3:1])[CH:6]=[N:7][CH:8]=1. The yield is 0.300. (2) The reactants are C(OC(=O)[NH:7][CH2:8][C:9]1([C:13]2[CH:18]=[CH:17][C:16]([C:19]3[C:20]4[C:21]5[CH:35]=[CH:34][S:33][C:22]=5[C:23](=[O:32])[NH:24][C:25]=4[C:26]([Cl:31])=[CH:27][C:28]=3[O:29][CH3:30])=[CH:15][CH:14]=2)[CH2:12][CH2:11][CH2:10]1)(C)(C)C.C(O)(C(F)(F)F)=O. No catalyst specified. The product is [ClH:31].[NH2:7][CH2:8][C:9]1([C:13]2[CH:14]=[CH:15][C:16]([C:19]3[C:20]4[C:21]5[CH:35]=[CH:34][S:33][C:22]=5[C:23](=[O:32])[NH:24][C:25]=4[C:26]([Cl:31])=[CH:27][C:28]=3[O:29][CH3:30])=[CH:17][CH:18]=2)[CH2:10][CH2:11][CH2:12]1. The yield is 0.800. (3) The catalyst is C(Cl)Cl. The yield is 0.300. The reactants are [N+:1]([C:4]1[CH:8]=[CH:7][NH:6][CH:5]=1)([O-:3])=[O:2].C1CCN2C(=NCCC2)CC1.[C:20]1([CH2:26][CH2:27][S:28](Cl)(=[O:30])=[O:29])[CH:25]=[CH:24][CH:23]=[CH:22][CH:21]=1. The product is [N+:1]([C:4]1[CH:8]=[CH:7][N:6]([S:28]([CH2:27][CH2:26][C:20]2[CH:25]=[CH:24][CH:23]=[CH:22][CH:21]=2)(=[O:30])=[O:29])[CH:5]=1)([O-:3])=[O:2]. (4) The reactants are [Cl:1][C:2]1[C:3]([CH3:33])=[N:4][O:5][C:6]=1[NH:7][S:8]([C:11]1[CH:15]=[CH:14][S:13][C:12]=1[C:16]1([CH2:22][C:23]2[C:31]([CH3:32])=[CH:30][C:26]3[CH2:27][O:28][CH2:29][C:25]=3[CH:24]=2)SCCCS1)(=[O:10])=[O:9].CO.O.[O:37]1CCCC1. The catalyst is [Cl-].[Na+].O.[N+]([O-])([O-])=O.[Ag+]. The product is [Cl:1][C:2]1[C:3]([CH3:33])=[N:4][O:5][C:6]=1[NH:7][S:8]([C:11]1[CH:15]=[CH:14][S:13][C:12]=1[C:16](=[O:37])[CH2:22][C:23]1[C:31]([CH3:32])=[CH:30][C:26]2[CH2:27][O:28][CH2:29][C:25]=2[CH:24]=1)(=[O:10])=[O:9]. The yield is 0.180.